The task is: Predict the product of the given reaction.. This data is from Forward reaction prediction with 1.9M reactions from USPTO patents (1976-2016). (1) Given the reactants [Br:1][C:2]1[CH:3]=[CH:4][C:5]2[S:9](=[O:11])(=[O:10])[N:8]([CH2:12][C:13]([N:15]3[CH2:20][CH2:19][O:18][CH2:17][CH2:16]3)=O)[CH:7]([CH3:21])[C:6]=2[CH:22]=1.B.C1COCC1, predict the reaction product. The product is: [Br:1][C:2]1[CH:3]=[CH:4][C:5]2[S:9](=[O:10])(=[O:11])[N:8]([CH2:12][CH2:13][N:15]3[CH2:16][CH2:17][O:18][CH2:19][CH2:20]3)[CH:7]([CH3:21])[C:6]=2[CH:22]=1. (2) Given the reactants [OH:1][C:2]1[CH:11]=[CH:10][C:9]2[C:4](=[CH:5][C:6]([O:12][CH3:13])=[CH:7][CH:8]=2)[CH:3]=1.C(N(CC)CC)C.[F:21][C:22]([F:35])([F:34])[S:23](O[S:23]([C:22]([F:35])([F:34])[F:21])(=[O:25])=[O:24])(=[O:25])=[O:24].C(=O)([O-])O.[Na+], predict the reaction product. The product is: [CH3:13][O:12][C:6]1[CH:5]=[C:4]2[C:9]([CH:10]=[CH:11][C:2]([O:1][S:23]([C:22]([F:35])([F:34])[F:21])(=[O:25])=[O:24])=[CH:3]2)=[CH:8][CH:7]=1. (3) Given the reactants [Br-:1].[Br-].[Br-].C1([N+](C)(C)C)C=CC=CC=1.C1([N+](C)(C)C)C=CC=CC=1.C1([N+](C)(C)C)C=CC=CC=1.[C:34]([C:37]1[CH:38]=[CH:39][C:40]([O:53][CH2:54][C:55]2[CH:60]=[CH:59][CH:58]=[CH:57][CH:56]=2)=[C:41]([CH:52]=1)[C:42]([O:44][CH2:45][C:46]1[CH:51]=[CH:50][CH:49]=[CH:48][CH:47]=1)=[O:43])(=[O:36])[CH3:35], predict the reaction product. The product is: [CH2:54]([O:53][C:40]1[CH:39]=[CH:38][C:37]([C:34](=[O:36])[CH2:35][Br:1])=[CH:52][C:41]=1[C:42]([O:44][CH2:45][C:46]1[CH:51]=[CH:50][CH:49]=[CH:48][CH:47]=1)=[O:43])[C:55]1[CH:60]=[CH:59][CH:58]=[CH:57][CH:56]=1. (4) Given the reactants [Cl:1][C:2]1[CH:3]=[C:4]([C:19]2[CH:24]=[CH:23][C:22]([N+:25]([O-])=O)=[CH:21][CH:20]=2)[CH:5]=[CH:6][C:7]=1[C:8]([NH:10][C@H:11]([C:15]([O:17][CH3:18])=[O:16])[CH:12]([CH3:14])[CH3:13])=[O:9].Cl, predict the reaction product. The product is: [NH2:25][C:22]1[CH:23]=[CH:24][C:19]([C:4]2[CH:5]=[CH:6][C:7]([C:8]([NH:10][C@H:11]([C:15]([O:17][CH3:18])=[O:16])[CH:12]([CH3:13])[CH3:14])=[O:9])=[C:2]([Cl:1])[CH:3]=2)=[CH:20][CH:21]=1. (5) Given the reactants Cl.[NH2:2][C:3]1[CH:12]=[C:11]([C:13]2[C:22]3[C:17](=[CH:18][C:19]([O:28][CH2:29][CH3:30])=[C:20]4[O:25][C:24]([CH3:27])([CH3:26])[CH2:23][C:21]4=3)[CH2:16][C:15]([CH3:32])([CH3:31])[N:14]=2)[CH:10]=[CH:9][C:4]=1[C:5]([O:7][CH3:8])=[O:6].[CH3:33][S:34](Cl)(=[O:36])=[O:35], predict the reaction product. The product is: [CH2:29]([O:28][C:19]1[CH:18]=[C:17]2[C:22](=[C:21]3[CH2:23][C:24]([CH3:27])([CH3:26])[O:25][C:20]=13)[C:13]([C:11]1[CH:10]=[CH:9][C:4]([C:5]([O:7][CH3:8])=[O:6])=[C:3]([NH:2][S:34]([CH3:33])(=[O:36])=[O:35])[CH:12]=1)=[N:14][C:15]([CH3:31])([CH3:32])[CH2:16]2)[CH3:30]. (6) The product is: [O:4]=[S:5]1(=[O:35])[C:11]2[CH:12]=[C:13]([O:17][CH3:18])[C:14]([S:2][CH3:1])=[CH:15][C:10]=2[N:9]([C:19]2[CH:24]=[CH:23][C:22]([Cl:25])=[CH:21][CH:20]=2)[C:8](=[O:26])[C:7]([CH2:31][CH2:32][CH2:33][CH3:34])([CH2:27][CH2:28][CH2:29][CH3:30])[CH2:6]1. Given the reactants [CH3:1][S-:2].[Na+].[O:4]=[S:5]1(=[O:35])[C:11]2[CH:12]=[C:13]([O:17][CH3:18])[C:14](Br)=[CH:15][C:10]=2[N:9]([C:19]2[CH:24]=[CH:23][C:22]([Cl:25])=[CH:21][CH:20]=2)[C:8](=[O:26])[C:7]([CH2:31][CH2:32][CH2:33][CH3:34])([CH2:27][CH2:28][CH2:29][CH3:30])[CH2:6]1, predict the reaction product. (7) Given the reactants C=O.[CH3:3][C:4]1[S:13][C:12]2[NH:11][C:10]3[CH:14]=[CH:15][CH:16]=[CH:17][C:9]=3[N:8]=[C:7]([N:18]3[CH2:23][CH2:22][NH:21][C@@H:20]([CH2:24][CH2:25][C:26]4[CH:31]=[CH:30][CH:29]=[CH:28][CH:27]=4)[CH2:19]3)[C:6]=2[CH:5]=1.[C:32](O[BH-](OC(=O)C)OC(=O)C)(=O)C.[Na+], predict the reaction product. The product is: [CH3:3][C:4]1[S:13][C:12]2[NH:11][C:10]3[CH:14]=[CH:15][CH:16]=[CH:17][C:9]=3[N:8]=[C:7]([N:18]3[CH2:23][CH2:22][N:21]([CH3:32])[C@@H:20]([CH2:24][CH2:25][C:26]4[CH:31]=[CH:30][CH:29]=[CH:28][CH:27]=4)[CH2:19]3)[C:6]=2[CH:5]=1. (8) Given the reactants [CH3:1][N:2]1[CH2:7][CH2:6][N:5]([C:8]2[N:13]=[CH:12][C:11]([N+:14]([O-])=O)=[CH:10][N:9]=2)[CH2:4][CH2:3]1.C(O)(=O)C, predict the reaction product. The product is: [CH3:1][N:2]1[CH2:3][CH2:4][N:5]([C:8]2[N:9]=[CH:10][C:11]([NH2:14])=[CH:12][N:13]=2)[CH2:6][CH2:7]1. (9) Given the reactants [OH:1][C:2]1[C:6](=[O:7])[N:5]([C:8]2[S:9][C:10]([CH3:13])=[N:11][N:12]=2)[CH:4]([C:14]2[CH:22]=[CH:21][C:17]([C:18](O)=[O:19])=[CH:16][CH:15]=2)[C:3]=1[C:23](=[O:32])[C:24]1[CH:29]=[CH:28][C:27]([O:30][CH3:31])=[CH:26][CH:25]=1.Cl.[CH3:34][NH:35][CH3:36], predict the reaction product. The product is: [OH:1][C:2]1[C:6](=[O:7])[N:5]([C:8]2[S:9][C:10]([CH3:13])=[N:11][N:12]=2)[CH:4]([C:14]2[CH:15]=[CH:16][C:17]([C:18]([N:35]([CH3:36])[CH3:34])=[O:19])=[CH:21][CH:22]=2)[C:3]=1[C:23](=[O:32])[C:24]1[CH:25]=[CH:26][C:27]([O:30][CH3:31])=[CH:28][CH:29]=1. (10) Given the reactants C(OC([N:8]1[CH2:17][CH2:16][C:15]2[NH:14][N:13]=[C:12]([C:18]3[CH:23]=[CH:22][C:21]([Cl:24])=[CH:20][CH:19]=3)[C:11]=2[CH2:10][CH2:9]1)=O)(C)(C)C.Cl.Cl[CH2:27][C:28]1[CH:33]=[CH:32][N:31]=[CH:30][CH:29]=1, predict the reaction product. The product is: [Cl:24][C:21]1[CH:20]=[CH:19][C:18]([C:12]2[C:11]3[CH2:10][CH2:9][NH:8][CH2:17][CH2:16][C:15]=3[N:14]([CH2:27][C:28]3[CH:33]=[CH:32][N:31]=[CH:30][CH:29]=3)[N:13]=2)=[CH:23][CH:22]=1.